Task: Predict the product of the given reaction.. Dataset: Forward reaction prediction with 1.9M reactions from USPTO patents (1976-2016) Given the reactants [NH2:1][C:2]1[CH:7]=[C:6]([O:8][C:9]2[CH:14]=[CH:13][C:12]([N+:15]([O-:17])=[O:16])=[CH:11][C:10]=2[F:18])[CH:5]=[CH:4][N:3]=1.C(N(CC)CC)C.Cl[C:27]([O:29][C:30]1[CH:35]=[CH:34][CH:33]=[CH:32][CH:31]=1)=[O:28], predict the reaction product. The product is: [F:18][C:10]1[CH:11]=[C:12]([N+:15]([O-:17])=[O:16])[CH:13]=[CH:14][C:9]=1[O:8][C:6]1[CH:5]=[CH:4][N:3]=[C:2]([NH:1][C:27]([O:29][C:30]2[CH:35]=[CH:34][CH:33]=[CH:32][CH:31]=2)=[O:28])[CH:7]=1.